Task: Predict the product of the given reaction.. Dataset: Forward reaction prediction with 1.9M reactions from USPTO patents (1976-2016) Given the reactants [N:1]1[CH:6]=[CH:5][C:4]([O:7][C@H:8]2[CH2:13][CH2:12][C@H:11]([C:14]([O:16][CH2:17][CH3:18])=[O:15])[CH2:10][CH2:9]2)=[CH:3][CH:2]=1.S(O)(C1C=CC(C)=CC=1)(=O)=O, predict the reaction product. The product is: [NH:1]1[CH2:2][CH2:3][CH:4]([O:7][C@H:8]2[CH2:13][CH2:12][C@H:11]([C:14]([O:16][CH2:17][CH3:18])=[O:15])[CH2:10][CH2:9]2)[CH2:5][CH2:6]1.